From a dataset of Catalyst prediction with 721,799 reactions and 888 catalyst types from USPTO. Predict which catalyst facilitates the given reaction. (1) Reactant: [F:1][C:2]1[CH:7]=[CH:6][C:5]([N:8]2[C:12]([C:13]3[CH:23]=[CH:22][C:16]4[O:17][CH2:18][C:19](=[O:21])[NH:20][C:15]=4[CH:14]=3)=[CH:11][CH:10]=[N:9]2)=[CH:4][CH:3]=1.C1C(=O)N([I:31])C(=O)C1. Product: [F:1][C:2]1[CH:7]=[CH:6][C:5]([N:8]2[C:12]([C:13]3[CH:23]=[CH:22][C:16]4[O:17][CH2:18][C:19](=[O:21])[NH:20][C:15]=4[CH:14]=3)=[C:11]([I:31])[CH:10]=[N:9]2)=[CH:4][CH:3]=1. The catalyst class is: 18. (2) Reactant: [O:1]=[C:2]1[CH2:7][NH:6][CH2:5][CH2:4][N:3]1[CH2:8][CH:9]1[C:17]2[C:12](=[CH:13][C:14]([C:18]#[N:19])=[CH:15][CH:16]=2)[CH2:11][CH2:10]1.[BH3-]C#N.[Na+].CC(O)=O.[O:28]=[C:29]1[C:33]2[CH:34]=[CH:35][C:36]([CH2:38][CH:39]=O)=[CH:37][C:32]=2[CH2:31][O:30]1.C([O-])([O-])=O.[Na+].[Na+]. Product: [O:1]=[C:2]1[CH2:7][N:6]([CH2:39][CH2:38][C:36]2[CH:35]=[CH:34][C:33]3[C:29](=[O:28])[O:30][CH2:31][C:32]=3[CH:37]=2)[CH2:5][CH2:4][N:3]1[CH2:8][CH:9]1[C:17]2[C:12](=[CH:13][C:14]([C:18]#[N:19])=[CH:15][CH:16]=2)[CH2:11][CH2:10]1. The catalyst class is: 2. (3) Reactant: Cl[CH2:2][CH2:3][N:4]([CH2:17][C:18]#[CH:19])[S:5]([C:8]1[CH:13]=[CH:12][CH:11]=[CH:10][C:9]=1[N+:14]([O-:16])=[O:15])(=[O:7])=[O:6].[N+:20](=[CH:22][C:23]([O:25][CH2:26][CH3:27])=[O:24])=[N-:21].C(=O)([O-])[O-].[Cs+].[Cs+].O1CCCC1. Product: [N+:14]([C:9]1[CH:10]=[CH:11][CH:12]=[CH:13][C:8]=1[S:5]([N:4]1[CH2:3][CH2:2][N:21]2[N:20]=[C:22]([C:23]([O:25][CH2:26][CH3:27])=[O:24])[CH:19]=[C:18]2[CH2:17]1)(=[O:7])=[O:6])([O-:16])=[O:15]. The catalyst class is: 48. (4) Reactant: [NH2:1][C:2]1[C:3](=[O:26])[N:4]([CH3:25])[C:5]([NH:14][CH2:15][CH:16]([NH2:24])[CH2:17][C:18]2[CH:23]=[CH:22][CH:21]=[CH:20][CH:19]=2)=[N:6][C:7]=1[C:8]1[CH:13]=[CH:12][N:11]=[CH:10][CH:9]=1.[C:27]1(=O)[C:35]2[C:30](=[CH:31][CH:32]=[CH:33][CH:34]=2)[C:29](=[O:36])[O:28]1.C(O)(C(F)(F)F)=O. Product: [NH2:24][CH:16]([CH2:17][C:18]1[CH:19]=[CH:20][CH:21]=[CH:22][CH:23]=1)[CH2:15][NH:14][C:5]1[N:4]([CH3:25])[C:3](=[O:26])[C:2]([N:1]2[C:27](=[O:28])[C:35]3[C:30](=[CH:31][CH:32]=[CH:33][CH:34]=3)[C:29]2=[O:36])=[C:7]([C:8]2[CH:13]=[CH:12][N:11]=[CH:10][CH:9]=2)[N:6]=1. The catalyst class is: 85.